This data is from Peptide-MHC class I binding affinity with 185,985 pairs from IEDB/IMGT. The task is: Regression. Given a peptide amino acid sequence and an MHC pseudo amino acid sequence, predict their binding affinity value. This is MHC class I binding data. (1) The peptide sequence is EELRSLFNTI. The MHC is HLA-A26:02 with pseudo-sequence HLA-A26:02. The binding affinity (normalized) is 0.0847. (2) The peptide sequence is DIICEDAMYY. The MHC is HLA-A31:01 with pseudo-sequence HLA-A31:01. The binding affinity (normalized) is 0.